From a dataset of CYP1A2 inhibition data for predicting drug metabolism from PubChem BioAssay. Regression/Classification. Given a drug SMILES string, predict its absorption, distribution, metabolism, or excretion properties. Task type varies by dataset: regression for continuous measurements (e.g., permeability, clearance, half-life) or binary classification for categorical outcomes (e.g., BBB penetration, CYP inhibition). Dataset: cyp1a2_veith. (1) The drug is COCCn1c(=O)c(-c2cccc(Cl)c2)nc2cncnc21. The result is 1 (inhibitor). (2) The compound is COc1ccc(S(=O)(=O)N2CCC(C(=O)NCC3CCCO3)CC2)cc1C. The result is 0 (non-inhibitor). (3) The drug is Cc1ccc(Nc2nc(Cl)nc(N(C)C#N)n2)cc1. The result is 1 (inhibitor). (4) The drug is C[C@@H](C(=O)Nc1ccc2ccccc2c1)[C@@H]1C[C@@]1(C)[C@@H](NS(=O)(=O)c1ccccc1)c1ccccc1. The result is 0 (non-inhibitor). (5) The molecule is Clc1ccccc1-c1nc(NCCN2CCOCC2)c2ccccc2n1. The result is 1 (inhibitor). (6) The compound is COc1cccc(-c2cc(N(C)Cc3ccco3)ncn2)c1. The result is 1 (inhibitor). (7) The drug is COCCn1c(=O)c(-c2ccc(F)cc2)nc2cncnc21. The result is 1 (inhibitor). (8) The result is 0 (non-inhibitor). The drug is CCN(CC(=O)O)CC(=O)O. (9) The molecule is COc1ccc(CNc2nc(-c3ccc4c(c3)OCO4)nc3ccccc23)c(OC)c1. The result is 1 (inhibitor). (10) The molecule is C[C@]12CN(CC[N+](C)(C)C)C[C@]1(C)[C@@H]1CC[C@@H]2O1. The result is 0 (non-inhibitor).